Dataset: Reaction yield outcomes from USPTO patents with 853,638 reactions. Task: Predict the reaction yield, written as a fraction of the theoretical maximum amount of product (1.0 means a 100% yield; for example, 0.34 means a 34% yield). (1) The reactants are [CH3:1][C:2]1[N:29]=[C:5]2[NH:6][C:7](=[O:28])[C:8]([CH2:13][C:14]3[CH:19]=[CH:18][C:17]([C:20]4[C:21]([C:26]#[N:27])=[CH:22][CH:23]=[CH:24][CH:25]=4)=[CH:16][CH:15]=3)=[C:9]([CH2:10][CH2:11][CH3:12])[N:4]2[N:3]=1.[C:30]1([C:36]2([CH2:39]O)[CH2:38][CH2:37]2)[CH:35]=[CH:34][CH:33]=[CH:32][CH:31]=1.C(P(CCCC)CCCC)CCC.N(C(N1CCCCC1)=O)=NC(N1CCCCC1)=O. The catalyst is C1COCC1.C(OCC)(=O)C. The product is [CH3:1][C:2]1[N:29]=[C:5]2[N:6]([CH2:39][C:36]3([C:30]4[CH:35]=[CH:34][CH:33]=[CH:32][CH:31]=4)[CH2:38][CH2:37]3)[C:7](=[O:28])[C:8]([CH2:13][C:14]3[CH:19]=[CH:18][C:17]([C:20]4[C:21]([C:26]#[N:27])=[CH:22][CH:23]=[CH:24][CH:25]=4)=[CH:16][CH:15]=3)=[C:9]([CH2:10][CH2:11][CH3:12])[N:4]2[N:3]=1. The yield is 0.210. (2) The reactants are [Cl:1][C:2]1[CH:3]=[C:4]([CH:9]2[C:18]3[C:13](=[CH:14][C:15](B4OC(C)(C)C(C)(C)O4)=[CH:16][CH:17]=3)[CH2:12][N:11]([S:28]([C:31]3[CH:36]=[CH:35][CH:34]=[CH:33][C:32]=3[N+:37]([O-:39])=[O:38])(=[O:30])=[O:29])[CH2:10]2)[CH:5]=[CH:6][C:7]=1[Cl:8].Br[C:41]1[N:42]=[CH:43][C:44]([NH2:47])=[N:45][CH:46]=1.C(=O)([O-])[O-].[Cs+].[Cs+]. The catalyst is O.CN(C)C=O. The product is [Cl:1][C:2]1[CH:3]=[C:4]([CH:9]2[C:18]3[C:13](=[CH:14][C:15]([C:41]4[N:42]=[CH:43][C:44]([NH2:47])=[N:45][CH:46]=4)=[CH:16][CH:17]=3)[CH2:12][N:11]([S:28]([C:31]3[CH:36]=[CH:35][CH:34]=[CH:33][C:32]=3[N+:37]([O-:39])=[O:38])(=[O:29])=[O:30])[CH2:10]2)[CH:5]=[CH:6][C:7]=1[Cl:8]. The yield is 0.140. (3) The reactants are C([O:8][C:9]1[C:13]([O:14][CH2:15][C:16]2[CH:21]=[CH:20][CH:19]=[CH:18][CH:17]=2)=[C:12]([C:22](=[O:26])[N:23]([CH3:25])[CH3:24])[N:11]([C:27]2[CH:32]=[CH:31][C:30]([O:33][CH3:34])=[CH:29][CH:28]=2)[C:10]=1[C:35]([O:37]CC)=O)C1C=CC=CC=1.Cl.[CH2:41]([NH2:43])[CH3:42].[CH:44]([Mg]Cl)([CH3:46])[CH3:45]. The catalyst is C1COCC1. The product is [CH2:45]([O:8][C:9]1[C:13]([O:14][CH2:15][C:16]2[CH:21]=[CH:20][CH:19]=[CH:18][CH:17]=2)=[C:12]([C:22]([N:23]([CH3:24])[CH3:25])=[O:26])[N:11]([C:27]2[CH:28]=[CH:29][C:30]([O:33][CH3:34])=[CH:31][CH:32]=2)[C:10]=1[C:35]([NH:43][CH2:41][CH3:42])=[O:37])[C:44]1[CH:46]=[CH:35][CH:10]=[CH:9][CH:13]=1. The yield is 0.950. (4) The reactants are [H-].[Al+3].[Li+].[H-].[H-].[H-].C([O:9][C:10](=O)[C:11]([CH3:40])([C:34]1[CH:39]=[CH:38][CH:37]=[CH:36][CH:35]=1)[CH2:12][CH2:13][CH2:14][CH2:15][S:16][CH2:17][CH2:18][CH2:19][CH2:20][C:21]([C:29](OCC)=[O:30])([C:23]1[CH:28]=[CH:27][CH:26]=[CH:25][CH:24]=1)[CH3:22])C. The catalyst is C(OCC)C. The product is [OH:9][CH2:10][C:11]([CH3:40])([C:34]1[CH:39]=[CH:38][CH:37]=[CH:36][CH:35]=1)[CH2:12][CH2:13][CH2:14][CH2:15][S:16][CH2:17][CH2:18][CH2:19][CH2:20][C:21]([CH3:22])([C:23]1[CH:28]=[CH:27][CH:26]=[CH:25][CH:24]=1)[CH2:29][OH:30]. The yield is 0.690.